Dataset: Full USPTO retrosynthesis dataset with 1.9M reactions from patents (1976-2016). Task: Predict the reactants needed to synthesize the given product. (1) The reactants are: [CH3:1][C:2]1[O:6][N:5]=[C:4]([C:7]2[CH:12]=[CH:11][CH:10]=[CH:9][CH:8]=2)[C:3]=1[C:13]1[N:14]=[CH:15][N:16]([C:18]2[CH:26]=[CH:25][C:21]([C:22]([OH:24])=O)=[CH:20][CH:19]=2)[CH:17]=1.[CH:27]1([CH2:30][NH2:31])C[CH2:28]1. Given the product [CH3:1][C:2]1[O:6][N:5]=[C:4]([C:7]2[CH:8]=[CH:9][CH:10]=[CH:11][CH:12]=2)[C:3]=1[C:13]1[N:14]=[CH:15][N:16]([C:18]2[CH:26]=[CH:25][C:21]([C:22]([NH:31][CH2:30][C:27]#[CH:28])=[O:24])=[CH:20][CH:19]=2)[CH:17]=1, predict the reactants needed to synthesize it. (2) Given the product [C:17]([O:21][C:23]([NH:1][C:2]1[S:3][C:4]([C:11]2[CH:16]=[CH:15][CH:14]=[CH:13][CH:12]=2)=[CH:5][C:6]=1[C:7]([O:9][CH3:10])=[O:8])=[O:22])([CH3:20])([CH3:19])[CH3:18], predict the reactants needed to synthesize it. The reactants are: [NH2:1][C:2]1[S:3][C:4]([C:11]2[CH:16]=[CH:15][CH:14]=[CH:13][CH:12]=2)=[CH:5][C:6]=1[C:7]([O:9][CH3:10])=[O:8].[C:17]([OH:21])([CH3:20])([CH3:19])[CH3:18].[O:22]1CCC[CH2:23]1. (3) The reactants are: [N:1]([CH2:4][C@@H:5]([O:15][Si:16]([CH2:21][CH3:22])([CH2:19][CH3:20])[CH2:17][CH3:18])[CH2:6][O:7][Si](CC)(CC)CC)=[N+:2]=[N-:3].CO.O.Cl. Given the product [N:1]([CH2:4][C@@H:5]([O:15][Si:16]([CH2:17][CH3:18])([CH2:21][CH3:22])[CH2:19][CH3:20])[CH2:6][OH:7])=[N+:2]=[N-:3], predict the reactants needed to synthesize it. (4) Given the product [NH2:7][CH2:8][CH2:9][CH2:10][N:11]1[C:20]2[CH:19]=[CH:18][C:17]([C:35]#[CH:36])=[CH:16][C:15]=2[C:14]2=[N:22][NH:23][C:24]([CH3:25])=[C:13]2[C:12]1=[O:32], predict the reactants needed to synthesize it. The reactants are: C(OC(=O)[NH:7][CH2:8][CH2:9][CH2:10][N:11]1[C:20]2[CH:19]=[CH:18][C:17](I)=[CH:16][C:15]=2[C:14]2=[N:22][N:23](C3CCCCO3)[C:24]([CH3:25])=[C:13]2[C:12]1=[O:32])(C)(C)C.N[CH2:35][CH2:36]CN1C2C=CC(I)=CC=2C2=NNC(C)=C2C1=O. (5) Given the product [F:1][C:2]1[CH:7]=[CH:6][C:5]([C:8]2[N:12]=[N:11][N:10]([CH3:13])[C:9]=2[C:14]#[C:15][C:16]2[CH:24]=[CH:23][C:19]([C:20]([NH:33][CH:34]([CH3:39])[CH3:35])=[O:21])=[CH:18][N:17]=2)=[CH:4][CH:3]=1, predict the reactants needed to synthesize it. The reactants are: [F:1][C:2]1[CH:7]=[CH:6][C:5]([C:8]2[N:12]=[N:11][N:10]([CH3:13])[C:9]=2[C:14]#[C:15][C:16]2[CH:24]=[CH:23][C:19]([C:20](O)=[O:21])=[CH:18][N:17]=2)=[CH:4][CH:3]=1.CN(C(O[N:33]1N=N[C:35]2C=CC=[CH:39][C:34]1=2)=[N+](C)C)C.[B-](F)(F)(F)F.CCN(C(C)C)C(C)C.C(N)(C)C. (6) Given the product [NH:1]1[CH:5]=[CH:4][N:3]=[C:2]1[CH2:18][CH:19]1[CH2:23][S:22][C:21]([NH:24][C:25](=[O:31])[O:26][C:27]([CH3:30])([CH3:29])[CH3:28])=[N:20]1, predict the reactants needed to synthesize it. The reactants are: [NH:1]1[CH:5]=[CH:4][N:3]=[CH:2]1.[H-].[Na+].C1(C)C=CC(S(O[CH2:18][CH:19]2[CH2:23][S:22][C:21]([NH:24][C:25](=[O:31])[O:26][C:27]([CH3:30])([CH3:29])[CH3:28])=[N:20]2)(=O)=O)=CC=1.